Dataset: NCI-60 drug combinations with 297,098 pairs across 59 cell lines. Task: Regression. Given two drug SMILES strings and cell line genomic features, predict the synergy score measuring deviation from expected non-interaction effect. (1) Drug 1: CC1CCC2CC(C(=CC=CC=CC(CC(C(=O)C(C(C(=CC(C(=O)CC(OC(=O)C3CCCCN3C(=O)C(=O)C1(O2)O)C(C)CC4CCC(C(C4)OC)O)C)C)O)OC)C)C)C)OC. Drug 2: C1CC(=O)NC(=O)C1N2C(=O)C3=CC=CC=C3C2=O. Cell line: OVCAR-8. Synergy scores: CSS=17.2, Synergy_ZIP=-3.22, Synergy_Bliss=0.122, Synergy_Loewe=-22.3, Synergy_HSA=0.230. (2) Drug 1: CN(C(=O)NC(C=O)C(C(C(CO)O)O)O)N=O. Drug 2: CC12CCC3C(C1CCC2OP(=O)(O)O)CCC4=C3C=CC(=C4)OC(=O)N(CCCl)CCCl.[Na+]. Cell line: NCIH23. Synergy scores: CSS=18.4, Synergy_ZIP=-3.12, Synergy_Bliss=-1.26, Synergy_Loewe=-3.00, Synergy_HSA=0.0587.